From a dataset of Full USPTO retrosynthesis dataset with 1.9M reactions from patents (1976-2016). Predict the reactants needed to synthesize the given product. (1) Given the product [CH3:1][N:2]1[C:6]([CH2:7][CH2:8][OH:9])=[CH:5][C:4]([C:11]2[CH:16]=[CH:15][C:14]([O:17][C:18]([F:19])([F:20])[F:21])=[CH:13][CH:12]=2)=[N:3]1, predict the reactants needed to synthesize it. The reactants are: [CH3:1][N:2]1[C:6]([CH2:7][C:8](O)=[O:9])=[CH:5][C:4]([C:11]2[CH:16]=[CH:15][C:14]([O:17][C:18]([F:21])([F:20])[F:19])=[CH:13][CH:12]=2)=[N:3]1. (2) Given the product [F:15][C:13]1[CH:12]=[CH:11][C:10]([C:16]2[N:21]=[N:20][C:19]([N:22]([CH3:33])[CH:23]3[CH2:28][C:27]([CH3:29])([CH3:30])[NH:26][C:25]([CH3:32])([CH3:31])[CH2:24]3)=[CH:18][CH:17]=2)=[C:9]([OH:8])[CH:14]=1, predict the reactants needed to synthesize it. The reactants are: C([O:8][C:9]1[CH:14]=[C:13]([F:15])[CH:12]=[CH:11][C:10]=1[C:16]1[N:21]=[N:20][C:19]([N:22]([CH3:33])[CH:23]2[CH2:28][C:27]([CH3:30])([CH3:29])[NH:26][C:25]([CH3:32])([CH3:31])[CH2:24]2)=[CH:18][CH:17]=1)C1C=CC=CC=1.CCOC(C)=O. (3) Given the product [CH3:1][O:2][C:3]1[CH:4]=[C:5]2[C:10](=[CH:11][CH:12]=1)[N:9]=[CH:8][CH:7]=[C:6]2[S:13][C:14]1([C:18]([OH:20])=[O:19])[CH2:17][CH2:16][CH2:15]1, predict the reactants needed to synthesize it. The reactants are: [CH3:1][O:2][C:3]1[CH:4]=[C:5]2[C:10](=[CH:11][CH:12]=1)[N:9]=[CH:8][CH:7]=[C:6]2[S:13][C:14]1([C:18]([O:20]CC)=[O:19])[CH2:17][CH2:16][CH2:15]1.[OH-].[Na+]. (4) Given the product [CH:1]1([N:6]2[C:15]3[N:14]=[C:13]([NH:16][C:17]4[CH:18]=[CH:19][C:20]([C:28]([NH:35][CH2:36][C@H:37]([OH:46])[CH2:38][N:39]5[CH2:40][CH2:41][N:42]([CH3:45])[CH2:43][CH2:44]5)=[O:30])=[C:21]5[C:25]=4[O:24][C:23]([CH3:26])([CH3:27])[CH2:22]5)[N:12]=[CH:11][C:10]=3[N:9]([CH3:31])[C:8](=[O:32])[C@H:7]2[CH2:33][CH3:34])[CH2:2][CH2:3][CH2:4][CH2:5]1, predict the reactants needed to synthesize it. The reactants are: [CH:1]1([N:6]2[C:15]3[N:14]=[C:13]([NH:16][C:17]4[CH:18]=[CH:19][C:20]([C:28]([OH:30])=O)=[C:21]5[C:25]=4[O:24][C:23]([CH3:27])([CH3:26])[CH2:22]5)[N:12]=[CH:11][C:10]=3[N:9]([CH3:31])[C:8](=[O:32])[C@H:7]2[CH2:33][CH3:34])[CH2:5][CH2:4][CH2:3][CH2:2]1.[NH2:35][CH2:36][C@H:37]([OH:46])[CH2:38][N:39]1[CH2:44][CH2:43][N:42]([CH3:45])[CH2:41][CH2:40]1.F[B-](F)(F)F.N1(OC(N(C)C)=[N+](C)C)C2C=CC=CC=2N=N1.C(N(C(C)C)CC)(C)C.C(=O)(O)[O-].[Na+].